This data is from Experimentally validated miRNA-target interactions with 360,000+ pairs, plus equal number of negative samples. The task is: Binary Classification. Given a miRNA mature sequence and a target amino acid sequence, predict their likelihood of interaction. (1) The miRNA is mmu-miR-466m-3p with sequence UACAUACACACAUACACACGCA. The protein sequence of the target gene is MAVYKEAYPVDILEDDAEGYQAAAEAYYEMLREGAQTSAEVISLSTGEQVRLETSSLCFCTIYRDEPQHKILGLVNPQDTKTVVAVYLKESWWSIEDILRTSDPTREGLMKVQSFGERIVLFVLNVIVFGRLERRLHIDDMFFLPHPAKEQAKILWKDGAAVAFYSVKMKGSLCGDGTGTCYLLPVLDTVFVRRKNRCQGLGTAMLRDFCDTFQGDEALGISCPISPAMYRVLRQFLLTCPGERGRLWEVEPPGAWGQQRVNIWLKVYLQERRLQDGSTVHPKCSEEDTDTPGQASQEDG.... Result: 1 (interaction). (2) The miRNA is hsa-miR-5695 with sequence ACUCCAAGAAGAAUCUAGACAG. The protein sequence of the target gene is MMTKVLGMAPVLGPRPPQEQVGPLMVKVEEKEEKGKYLPSLEMFRQRFRQFGYHDTPGPREALSQLRVLCCEWLRPEIHTKEQILELLVLEQFLTILPQELQAWVQEHCPESAEEAVTLLEDLERELDEPGHQVSTPPNEQKPVWEKISSSGTAKESPSSMQPQPLETSHKYESWGPLYIQESGEEQEFAQDPRKVRDCRLSTQHEESADEQKGSEAEGLKGDIISVIIANKPEASLERQCVNLENEKGTKPPLQEAGSKKGRESVPTKPTPGERRYICAECGKAFSNSSNLTKHRRTHT.... Result: 0 (no interaction). (3) The miRNA is hsa-miR-676-3p with sequence CUGUCCUAAGGUUGUUGAGUU. The protein sequence of the target gene is MQEELAWETDGLLPLERQLHEAARQNNVGRMQELIGRRVNTRARNHVGRVALHWAAGAGHEQAVRLLLEHEAAVDEEDAVGALTEARLCFGMNALLLSAWFGHLRILQILVNSGAKIHCESKDGLTLLHCAAQKGHVPVLAFIMEDLEDVALDHVDKLGRTAFHRAAEHGQLDALDFLVGSGCDHNVKDKEGNTALHLAAGRGHMAVLQRLVDIGLDLEEQNAEGLTALHSAAGGSHPDCVQLLLRAGSTVNALTQKNLSCLHYAALSGSEDVSRVLIHAGGCANVVDHQGASPLHLAVR.... Result: 0 (no interaction). (4) The miRNA is hsa-miR-188-5p with sequence CAUCCCUUGCAUGGUGGAGGG. The protein sequence of the target gene is MLPLTEENKHVAQLLFSSGTCPRCILRFCGVDLPAPYKHPSKELLNELQKFLEPEKPELILEAPNPPLKKIRLHEDGIDNLSEDGKEGVSVTEDESMAEKPSKLRVCNVCLGILQEFCEKGFITKVCQKVEASGFEFTSVVLSVSFPPQLSVREHAAWLLVKQEMGKQSLSLGRNDVVQLKEAYKWITHPLFSEELGVPTDGKSLFEVSVVFAHPETAEDCHFLGEVCRDCFKPAKNKQSVFTRMAVLKALSKIKEEDFLGQFPCPPNSPKTVCTVLEVECTHGAVFVAGRYNKYSRNLP.... Result: 0 (no interaction).